From a dataset of Retrosynthesis with 50K atom-mapped reactions and 10 reaction types from USPTO. Predict the reactants needed to synthesize the given product. (1) Given the product Cc1cc(-c2ccc([C@H](C)N3CC[C@](CCO)(c4ccccc4)OC3=O)cc2)ccn1, predict the reactants needed to synthesize it. The reactants are: C[C@@H](c1ccc(Br)cc1)N1CC[C@](CCO)(c2ccccc2)OC1=O.Cc1cc(B(O)O)ccn1. (2) Given the product COCc1cccc(Cl)c1N, predict the reactants needed to synthesize it. The reactants are: CI.Nc1c(Cl)cccc1CO. (3) Given the product CC(C)(C)OC(N)=O, predict the reactants needed to synthesize it. The reactants are: NCCNS(=O)(=O)c1cc(Br)cc2cnccc12.c1ccc(B2OCCCO2)cc1. (4) Given the product NCc1cc(-c2ccccc2)c(=O)n2c1-c1sccc1CC2, predict the reactants needed to synthesize it. The reactants are: N#Cc1cc(-c2ccccc2)c(=O)n2c1-c1sccc1CC2. (5) Given the product COC(=O)/C=C/C=C(\c1ccc(OC)cc1)c1cccnc1, predict the reactants needed to synthesize it. The reactants are: COC(=O)C=P(c1ccccc1)(c1ccccc1)c1ccccc1.COc1ccc(/C(=C\C=O)c2cccnc2)cc1. (6) Given the product C=CCOc1cc(C(=O)OC)ccc1[N+](=O)[O-], predict the reactants needed to synthesize it. The reactants are: C=CCBr.COC(=O)c1ccc([N+](=O)[O-])c(O)c1.